Dataset: Forward reaction prediction with 1.9M reactions from USPTO patents (1976-2016). Task: Predict the product of the given reaction. (1) Given the reactants Cl[C:2]1[N:7]2[N:8]=[C:9]([C:18]3[CH:23]=[CH:22][CH:21]=[CH:20][C:19]=3[Cl:24])[C:10]([C:11]3[CH:16]=[CH:15][C:14]([Cl:17])=[CH:13][CH:12]=3)=[C:6]2[N:5]=[C:4]([CH3:25])[N:3]=1.C([O-])(O)=O.[Na+].[CH:31]([OH:34])([CH3:33])[CH3:32], predict the reaction product. The product is: [Cl:24][C:19]1[CH:20]=[CH:21][CH:22]=[CH:23][C:18]=1[C:9]1[C:10]([C:11]2[CH:12]=[CH:13][C:14]([Cl:17])=[CH:15][CH:16]=2)=[C:6]2[N:5]=[C:4]([CH3:25])[N:3]=[C:2]([O:34][CH:31]([CH3:33])[CH3:32])[N:7]2[N:8]=1. (2) Given the reactants C(OC(=O)[N:7]([C:23]1[C:32]2[C:27](=[N:28][C:29]([S:33][CH2:34][CH3:35])=[N:30][CH:31]=2)[N:26]=[CH:25][N:24]=1)[C:8]1[CH:13]=[C:12]([CH3:14])[CH:11]=[CH:10][C:9]=1[S:15][C:16]1[CH:21]=[CH:20][C:19]([OH:22])=[CH:18][CH:17]=1)(C)(C)C.[CH2:37](Br)[C:38]1[CH:43]=[CH:42][CH:41]=[CH:40][CH:39]=1.BrCC#N, predict the reaction product. The product is: [CH2:37]([O:22][C:19]1[CH:20]=[CH:21][C:16]([S:15][C:9]2[CH:10]=[CH:11][C:12]([CH3:14])=[CH:13][C:8]=2[NH:7][C:23]2[C:32]3[C:27](=[N:28][C:29]([S:33][CH2:34][CH3:35])=[N:30][CH:31]=3)[N:26]=[CH:25][N:24]=2)=[CH:17][CH:18]=1)[C:38]1[CH:43]=[CH:42][CH:41]=[CH:40][CH:39]=1. (3) The product is: [CH3:40][C:5]([O:13][C:14]1[CH:15]=[CH:16][C:17]([O:20][CH2:21][CH2:22][C:23]2[N:24]=[C:25]([C:29]3[CH:34]=[CH:33][CH:32]=[C:31]([C:35]4[S:36][CH:37]=[CH:38][CH:39]=4)[CH:30]=3)[O:26][C:27]=2[CH3:28])=[CH:18][CH:19]=1)([CH2:6][C:7]1[CH:8]=[CH:9][CH:10]=[CH:11][CH:12]=1)[C:4]([OH:41])=[O:3]. Given the reactants C([O:3][C:4](=[O:41])[C:5]([CH3:40])([O:13][C:14]1[CH:19]=[CH:18][C:17]([O:20][CH2:21][CH2:22][C:23]2[N:24]=[C:25]([C:29]3[CH:34]=[CH:33][CH:32]=[C:31]([C:35]4[S:36][CH:37]=[CH:38][CH:39]=4)[CH:30]=3)[O:26][C:27]=2[CH3:28])=[CH:16][CH:15]=1)[CH2:6][C:7]1[CH:12]=[CH:11][CH:10]=[CH:9][CH:8]=1)C.[OH-].[Na+], predict the reaction product. (4) Given the reactants [F:1][C:2]1[CH:29]=[CH:28][CH:27]=[C:26]([F:30])[C:3]=1[C:4]([N:6]([CH2:22][O:23][CH2:24][CH3:25])[C:7]([NH:9][C:10]1[CH:15]=[CH:14][C:13]([S:16][C:17]([F:20])([F:19])[F:18])=[CH:12][C:11]=1[F:21])=[O:8])=[O:5].CI.[H-].[Na+].[C:35](OCC)(=O)C, predict the reaction product. The product is: [F:1][C:2]1[CH:29]=[CH:28][CH:27]=[C:26]([F:30])[C:3]=1[C:4]([N:6]([CH2:22][O:23][CH2:24][CH3:25])[C:7]([N:9]([C:10]1[CH:15]=[CH:14][C:13]([S:16][C:17]([F:20])([F:19])[F:18])=[CH:12][C:11]=1[F:21])[CH3:35])=[O:8])=[O:5]. (5) Given the reactants [F:1][CH:2]([F:28])[O:3][C:4]1[CH:9]=[CH:8][C:7]([CH:10]2[CH2:15][N:14]([C:16]([N:18]3[CH2:23][CH2:22][S:21](=[O:24])[CH2:20][CH2:19]3)=[O:17])[CH2:13][CH:12]([C:25](O)=[O:26])[CH2:11]2)=[CH:6][CH:5]=1.O[N:30]=[C:31]([CH:33]1[CH2:35][CH2:34]1)[NH2:32].CN(C(ON1N=NC2C=CC=NC1=2)=[N+](C)C)C.F[P-](F)(F)(F)(F)F.C(N(CC)C(C)C)(C)C, predict the reaction product. The product is: [CH:33]1([C:31]2[N:32]=[C:25]([CH:12]3[CH2:11][CH:10]([C:7]4[CH:8]=[CH:9][C:4]([O:3][CH:2]([F:1])[F:28])=[CH:5][CH:6]=4)[CH2:15][N:14]([C:16]([N:18]4[CH2:19][CH2:20][S:21](=[O:24])[CH2:22][CH2:23]4)=[O:17])[CH2:13]3)[O:26][N:30]=2)[CH2:35][CH2:34]1. (6) Given the reactants [CH2:1]([O:16]C1CCCCO1)[CH2:2][CH2:3][CH2:4][C:5]#[C:6][CH2:7][CH2:8][CH2:9][CH2:10][CH2:11][CH2:12][CH2:13][C:14]#[CH:15].C1(C)C=CC(S(O)(=O)=O)=CC=1, predict the reaction product. The product is: [CH2:1]([OH:16])[CH2:2][CH2:3][CH2:4][C:5]#[C:6][CH2:7][CH2:8][CH2:9][CH2:10][CH2:11][CH2:12][CH2:13][C:14]#[CH:15].